This data is from Forward reaction prediction with 1.9M reactions from USPTO patents (1976-2016). The task is: Predict the product of the given reaction. (1) The product is: [Br:26][CH2:1][C:2]1[CH:7]=[C:6]([C:8]([O:10][CH2:11][CH3:12])=[O:9])[CH:5]=[CH:4][C:3]=1[C:13]1[CH:18]=[CH:17][CH:16]=[CH:15][CH:14]=1. Given the reactants [CH3:1][C:2]1[CH:7]=[C:6]([C:8]([O:10][CH2:11][CH3:12])=[O:9])[CH:5]=[CH:4][C:3]=1[C:13]1[CH:18]=[CH:17][CH:16]=[CH:15][CH:14]=1.C1C(=O)N([Br:26])C(=O)C1, predict the reaction product. (2) Given the reactants [CH2:1]([NH:4][CH2:5][CH:6]=[CH2:7])[CH:2]=[CH2:3].C(N(CC)CC)C.[C:15](Cl)(=[O:21])[CH2:16][CH2:17][CH2:18][CH2:19][CH3:20], predict the reaction product. The product is: [CH2:1]([N:4]([CH2:5][CH:6]=[CH2:7])[C:15](=[O:21])[CH2:16][CH2:17][CH2:18][CH2:19][CH3:20])[CH:2]=[CH2:3]. (3) Given the reactants C[O:2][C:3]1[N:8]=[CH:7][C:6]([C:9](=[O:38])[CH2:10][C@H:11]([C:19]2[CH:24]=[CH:23][C:22]([CH:25]3[CH2:30][CH2:29][N:28](C(OC(C)(C)C)=O)[CH2:27][CH2:26]3)=[CH:21][CH:20]=2)[C:12]2[CH:17]=[CH:16][CH:15]=[CH:14][C:13]=2[CH3:18])=[CH:5][CH:4]=1.[ClH:39], predict the reaction product. The product is: [ClH:39].[NH:28]1[CH2:29][CH2:30][CH:25]([C:22]2[CH:21]=[CH:20][C:19]([C@H:11]([C:12]3[CH:17]=[CH:16][CH:15]=[CH:14][C:13]=3[CH3:18])[CH2:10][C:9]([C:6]3[CH:5]=[CH:4][C:3](=[O:2])[NH:8][CH:7]=3)=[O:38])=[CH:24][CH:23]=2)[CH2:26][CH2:27]1. (4) Given the reactants [NH2:1][C:2]1[N:7]=[C:6]([N:8]2[CH2:13][CH2:12][CH2:11][C@H:10]([C:14]([NH:16][C:17]3[CH:22]=[CH:21][CH:20]=[C:19]([O:23][CH3:24])[CH:18]=3)=[O:15])[CH2:9]2)[CH:5]=[C:4]([C:25]2[CH:30]=[CH:29][C:28]([C:31]#[N:32])=[C:27](F)[CH:26]=2)[N:3]=1.CCO.CCN(C(C)C)C(C)C.[NH2:46][NH2:47], predict the reaction product. The product is: [NH2:1][C:2]1[N:7]=[C:6]([N:8]2[CH2:13][CH2:12][CH2:11][C@H:10]([C:14]([NH:16][C:17]3[CH:22]=[CH:21][CH:20]=[C:19]([O:23][CH3:24])[CH:18]=3)=[O:15])[CH2:9]2)[CH:5]=[C:4]([C:25]2[CH:26]=[C:27]3[C:28]([C:31]([NH2:32])=[N:46][NH:47]3)=[CH:29][CH:30]=2)[N:3]=1. (5) Given the reactants C[O:2][C:3]([C:5]1[CH:10]=[C:9]([Br:11])[C:8](=[O:12])[N:7]([C@H:13]([C:15]2[CH:20]=[CH:19][CH:18]=[CH:17][CH:16]=2)[CH3:14])[C:6]=1[CH2:21][N:22]([CH2:33][C:34]([O:36][CH3:37])=[O:35])S(C1C=CC(C)=CC=1)(=O)=O)=O.C[O-].[Na+].Cl, predict the reaction product. The product is: [CH3:37][O:36][C:34]([C:33]1[C:3]([OH:2])=[C:5]2[C:6](=[CH:21][N:22]=1)[N:7]([C@H:13]([C:15]1[CH:16]=[CH:17][CH:18]=[CH:19][CH:20]=1)[CH3:14])[C:8](=[O:12])[C:9]([Br:11])=[CH:10]2)=[O:35]. (6) Given the reactants [CH:1]1([C:7]2[N:12]3[N:13]=[CH:14][C:15]([C:16]#[N:17])=[C:11]3[N:10]=[CH:9][C:8]=2[C:18]2[CH:23]=[CH:22][C:21]([OH:24])=[CH:20][CH:19]=2)[CH2:6][CH2:5][CH2:4][CH2:3][CH2:2]1.C(=O)([O-])[O-].[Cs+].[Cs+].[F:31][C:32]([F:42])([F:41])[C:33]1[CH:34]=[C:35]([CH:38]=[CH:39][CH:40]=1)[CH2:36]Br, predict the reaction product. The product is: [CH:1]1([C:7]2[N:12]3[N:13]=[CH:14][C:15]([C:16]#[N:17])=[C:11]3[N:10]=[CH:9][C:8]=2[C:18]2[CH:19]=[CH:20][C:21]([O:24][CH2:36][C:35]3[CH:38]=[CH:39][CH:40]=[C:33]([C:32]([F:31])([F:41])[F:42])[CH:34]=3)=[CH:22][CH:23]=2)[CH2:2][CH2:3][CH2:4][CH2:5][CH2:6]1. (7) Given the reactants [Cl:1][C:2]1[CH:7]=[CH:6][CH:5]=[C:4](I)[C:3]=1[Cl:9].[NH:10]1[C:18]2[C:13](=[CH:14][CH:15]=[CH:16][C:17]=2[CH2:19][N:20]2[CH2:25][CH2:24][CH:23]([C:26]3[CH:27]=[C:28]([NH:32][C:33](=[O:37])[CH:34]([CH3:36])[CH3:35])[CH:29]=[CH:30][CH:31]=3)[CH2:22][CH2:21]2)[CH:12]=[CH:11]1, predict the reaction product. The product is: [Cl:9][C:3]1[C:2]([Cl:1])=[CH:7][CH:6]=[CH:5][C:4]=1[N:10]1[C:18]2[C:13](=[CH:14][CH:15]=[CH:16][C:17]=2[CH2:19][N:20]2[CH2:21][CH2:22][CH:23]([C:26]3[CH:27]=[C:28]([NH:32][C:33](=[O:37])[CH:34]([CH3:35])[CH3:36])[CH:29]=[CH:30][CH:31]=3)[CH2:24][CH2:25]2)[CH:12]=[CH:11]1. (8) Given the reactants [CH3:1][C:2]1[C:12](=[O:13])[C:11]2[CH:10]=[CH:9][CH:8]=[CH:7][C:6]=2[C:4](=[O:5])[CH:3]=1.[Br:14][C:15]1[CH:20]=[C:19]([O:21][CH3:22])[CH:18]=[CH:17][C:16]=1[CH2:23]C(O)=O, predict the reaction product. The product is: [Br:14][C:15]1[CH:20]=[C:19]([O:21][CH3:22])[CH:18]=[CH:17][C:16]=1[CH2:23][C:3]1[C:4](=[O:5])[C:6]2[C:11]([C:12](=[O:13])[C:2]=1[CH3:1])=[CH:10][CH:9]=[CH:8][CH:7]=2. (9) Given the reactants CS([O:5][C:6]1[CH:15]=[CH:14][C:13]2[C:8](=[C:9]([NH:17][C:18]([O:20][C:21]([CH3:24])([CH3:23])[CH3:22])=[O:19])[CH:10]=[CH:11][C:12]=2[Br:16])[CH:7]=1)(=O)=O.[OH-].[Na+].Cl, predict the reaction product. The product is: [Br:16][C:12]1[C:13]2[C:8](=[CH:7][C:6]([OH:5])=[CH:15][CH:14]=2)[C:9]([NH:17][C:18](=[O:19])[O:20][C:21]([CH3:23])([CH3:22])[CH3:24])=[CH:10][CH:11]=1. (10) Given the reactants CC1C=CC(S(O[CH2:12][CH:13]([OH:28])[CH2:14][C:15]2[C:24]3[C:19](=[CH:20][CH:21]=[C:22]([O:25][CH3:26])[N:23]=3)[N:18]=[CH:17][C:16]=2[F:27])(=O)=O)=CC=1.[NH:29]1[CH2:34][CH2:33][CH:32]([NH:35][C:36](=[O:42])[O:37][C:38]([CH3:41])([CH3:40])[CH3:39])[CH2:31][CH2:30]1.C(=O)([O-])[O-].[Na+].[Na+], predict the reaction product. The product is: [F:27][C:16]1[CH:17]=[N:18][C:19]2[C:24]([C:15]=1[CH2:14][CH:13]([OH:28])[CH2:12][N:29]1[CH2:30][CH2:31][CH:32]([NH:35][C:36](=[O:42])[O:37][C:38]([CH3:40])([CH3:39])[CH3:41])[CH2:33][CH2:34]1)=[N:23][C:22]([O:25][CH3:26])=[CH:21][CH:20]=2.